From a dataset of Reaction yield outcomes from USPTO patents with 853,638 reactions. Predict the reaction yield, written as a fraction of the theoretical maximum amount of product (1.0 means a 100% yield; for example, 0.34 means a 34% yield). (1) The reactants are Br[C:2]1[CH:3]=[C:4]([N:22]([CH:24]2[CH2:29][CH2:28][CH2:27][CH2:26][CH2:25]2)[CH3:23])[C:5]([CH3:21])=[C:6]([CH:20]=1)[C:7]([NH:9][CH2:10][C:11]1[C:12](=[O:19])[NH:13][C:14]([CH3:18])=[CH:15][C:16]=1[CH3:17])=[O:8].[CH3:30][N:31]([CH2:33][C:34]1[CH:39]=[CH:38][C:37](B(O)O)=[CH:36][CH:35]=1)[CH3:32].C([O-])([O-])=O.[Na+].[Na+]. The catalyst is O1CCOCC1.O.O.C1C=CC([P]([Pd]([P](C2C=CC=CC=2)(C2C=CC=CC=2)C2C=CC=CC=2)([P](C2C=CC=CC=2)(C2C=CC=CC=2)C2C=CC=CC=2)[P](C2C=CC=CC=2)(C2C=CC=CC=2)C2C=CC=CC=2)(C2C=CC=CC=2)C2C=CC=CC=2)=CC=1. The yield is 0.290. The product is [CH:24]1([N:22]([CH3:23])[C:4]2[C:5]([CH3:21])=[C:6]([C:7]([NH:9][CH2:10][C:11]3[C:12](=[O:19])[NH:13][C:14]([CH3:18])=[CH:15][C:16]=3[CH3:17])=[O:8])[CH:20]=[C:2]([C:37]3[CH:38]=[CH:39][C:34]([CH2:33][N:31]([CH3:32])[CH3:30])=[CH:35][CH:36]=3)[CH:3]=2)[CH2:29][CH2:28][CH2:27][CH2:26][CH2:25]1. (2) The reactants are C(O[C:4]([C:6]1[N:7]=[C:8]([I:11])[S:9][CH:10]=1)=[O:5])C.BrC1SC=C(C(O)=O)N=1.[CH:21]1[CH:22]=[CH:23][C:24]2N(O)N=[N:27][C:25]=2[CH:26]=1.Cl.CN(C)CCCN=C=NCC.CC1CCCCN1. The catalyst is ClCCl.C(#N)C. The product is [I:11][C:8]1[S:9][CH:10]=[C:6]([C:4]([N:27]2[CH2:23][CH2:22][CH2:21][CH2:26][CH:25]2[CH3:24])=[O:5])[N:7]=1. The yield is 0.300. (3) The reactants are [CH3:1][O:2][C:3]1[CH:4]=[C:5]2[C:10](=[CH:11][C:12]=1[O:13][CH3:14])[N:9]=[CH:8][CH:7]=[C:6]2[O:15][C:16]1[C:22]([CH3:23])=[CH:21][C:19]([NH2:20])=[C:18]([CH3:24])[CH:17]=1.ClC(Cl)(O[C:29](=O)[O:30][C:31](Cl)(Cl)Cl)Cl.[F:37][C:38]1C=CC=[C:40](OC)[C:39]=1N.[C:47](=[O:50])([O-])O.[Na+].C([N:54]([CH2:57][CH3:58])CC)C. The catalyst is C(Cl)(Cl)Cl.ClCCl. The product is [CH3:1][O:2][C:3]1[CH:4]=[C:5]2[C:10](=[CH:11][C:12]=1[O:13][CH3:14])[N:9]=[CH:8][CH:7]=[C:6]2[O:15][C:16]1[C:22]([CH3:23])=[CH:21][C:19]([NH:20][C:47]([NH:54][C:57]2[CH:58]=[CH:40][CH:39]=[C:38]([F:37])[C:29]=2[O:30][CH3:31])=[O:50])=[C:18]([CH3:24])[CH:17]=1. The yield is 0.830. (4) The reactants are [Br:1][C:2]1[CH:3]=[CH:4][C:5]2[C:11]3[S:12][C:13]([C:15]([N:17]([C:19]4[CH:20]=[C:21]([CH:26]=[CH:27][C:28]=4[Cl:29])[C:22]([O:24]C)=[O:23])[CH3:18])=[O:16])=[CH:14][C:10]=3[CH2:9][CH2:8][O:7][C:6]=2[CH:30]=1.O[Li].O.Cl. The catalyst is C1COCC1.O. The product is [Br:1][C:2]1[CH:3]=[CH:4][C:5]2[C:11]3[S:12][C:13]([C:15]([N:17]([C:19]4[CH:20]=[C:21]([CH:26]=[CH:27][C:28]=4[Cl:29])[C:22]([OH:24])=[O:23])[CH3:18])=[O:16])=[CH:14][C:10]=3[CH2:9][CH2:8][O:7][C:6]=2[CH:30]=1. The yield is 0.910. (5) The reactants are [CH:1]1([C:7]2[C:8]3[CH:9]=[CH:10][C:11]([C:29]([O:31][CH3:32])=[O:30])=[CH:12][C:13]=3[N:14]3[CH2:20][C:19]([C:21]([O:23]C)=[O:22])=[CH:18][C:17]4[CH:25]=[CH:26][CH:27]=[CH:28][C:16]=4[C:15]=23)[CH2:6][CH2:5][CH2:4][CH2:3][CH2:2]1.[Li+].[OH-]. The catalyst is CN(C)C=O. The product is [CH:1]1([C:7]2[C:8]3[CH:9]=[CH:10][C:11]([C:29]([O:31][CH3:32])=[O:30])=[CH:12][C:13]=3[N:14]3[CH:20]=[C:19]([C:21]([OH:23])=[O:22])[CH2:18][C:17]4[CH:25]=[CH:26][CH:27]=[CH:28][C:16]=4[C:15]=23)[CH2:2][CH2:3][CH2:4][CH2:5][CH2:6]1. The yield is 0.970. (6) The reactants are [CH3:1][C:2]1[N:6]=[C:5]([CH2:7][CH:8]2[CH2:13][CH2:12][CH:11]([C:14]3[S:15][C:16]([C:19]4[CH:25]=[CH:24][C:22]([NH2:23])=[CH:21][CH:20]=4)=[CH:17][N:18]=3)[CH2:10][CH2:9]2)[O:4][N:3]=1.[F:26][C:27]1[CH:28]=[C:29]([CH:33]=[C:34]([F:36])[CH:35]=1)[C:30](Cl)=[O:31]. No catalyst specified. The product is [F:26][C:27]1[CH:28]=[C:29]([CH:33]=[C:34]([F:36])[CH:35]=1)[C:30]([NH:23][C:22]1[CH:21]=[CH:20][C:19]([C:16]2[S:15][C:14]([CH:11]3[CH2:12][CH2:13][CH:8]([CH2:7][C:5]4[O:4][N:3]=[C:2]([CH3:1])[N:6]=4)[CH2:9][CH2:10]3)=[N:18][CH:17]=2)=[CH:25][CH:24]=1)=[O:31]. The yield is 0.620.